Task: Predict the reactants needed to synthesize the given product.. Dataset: Full USPTO retrosynthesis dataset with 1.9M reactions from patents (1976-2016) (1) Given the product [Br:1][C:2]1[CH:3]=[CH:4][C:5]([CH:8]([CH2:20][CH:21]=[CH2:22])[CH2:9][C:10]([C:12]2[CH:17]=[CH:16][C:15](=[O:18])[NH:14][CH:13]=2)=[O:11])=[CH:6][CH:7]=1, predict the reactants needed to synthesize it. The reactants are: [Br:1][C:2]1[CH:7]=[CH:6][C:5]([CH:8]([CH2:20][CH:21]=[CH2:22])[CH2:9][C:10]([C:12]2[CH:13]=[N:14][C:15]([O:18]C)=[CH:16][CH:17]=2)=[O:11])=[CH:4][CH:3]=1.Cl. (2) Given the product [NH2:24][C:19]1[N:20]=[C:21]([N:12]2[CH2:13][CH2:14][CH2:15][C@H:10]([C:8]([NH:7][C:1]3[CH:2]=[CH:3][CH:4]=[CH:5][CH:6]=3)=[O:9])[CH2:11]2)[CH:22]=[C:17]([Cl:16])[N:18]=1, predict the reactants needed to synthesize it. The reactants are: [C:1]1([NH:7][C:8]([C@H:10]2[CH2:15][CH2:14][CH2:13][NH:12][CH2:11]2)=[O:9])[CH:6]=[CH:5][CH:4]=[CH:3][CH:2]=1.[Cl:16][C:17]1[CH:22]=[C:21](Cl)[N:20]=[C:19]([NH2:24])[N:18]=1.C(N(CC)CC)C. (3) The reactants are: [CH3:1][O:2][CH2:3][O:4][CH2:5][C@@H:6]1[CH2:10][NH:9][C:8](=[O:11])[CH2:7]1.Br[C:13]1[CH:14]=[CH:15][C:16]2[O:21][CH2:20][C:19](=[O:22])[NH:18][C:17]=2[CH:23]=1.CNCCNC.C(=O)([O-])[O-].[K+].[K+]. Given the product [CH3:1][O:2][CH2:3][O:4][CH2:5][C@@H:6]1[CH2:10][N:9]([C:13]2[CH:14]=[CH:15][C:16]3[O:21][CH2:20][C:19](=[O:22])[NH:18][C:17]=3[CH:23]=2)[C:8](=[O:11])[CH2:7]1, predict the reactants needed to synthesize it. (4) The reactants are: [Cl:1][C:2]1[CH:10]=[CH:9][C:8]([C:11]2[N:12]([C:22]([O:24][C:25]([CH3:28])([CH3:27])[CH3:26])=[O:23])[C:13]3[C:18]([CH:19]=2)=[CH:17][C:16]([CH:20]=O)=[CH:15][CH:14]=3)=[C:7]2[C:3]=1[CH2:4][NH:5][C:6]2=[O:29].[NH:30]1[CH2:35][CH2:34][CH:33]([CH2:36][CH2:37][OH:38])[CH2:32][CH2:31]1.C(O)(=O)C.C(O[BH-](OC(=O)C)OC(=O)C)(=O)C.[Na+].Cl. Given the product [Cl:1][C:2]1[CH:10]=[CH:9][C:8]([C:11]2[N:12]([C:22]([O:24][C:25]([CH3:27])([CH3:26])[CH3:28])=[O:23])[C:13]3[C:18]([CH:19]=2)=[CH:17][C:16]([CH2:20][N:30]2[CH2:35][CH2:34][CH:33]([CH2:36][CH2:37][OH:38])[CH2:32][CH2:31]2)=[CH:15][CH:14]=3)=[C:7]2[C:3]=1[CH2:4][NH:5][C:6]2=[O:29], predict the reactants needed to synthesize it. (5) The reactants are: Br[C:2]1[CH:3]=[N:4][C:5]2[N:6]([CH:8]=[C:9]([CH2:11][O:12][C:13]3[CH:18]=[CH:17][CH:16]=[C:15]([F:19])[CH:14]=3)[N:10]=2)[CH:7]=1.[F:20][C:21]1[N:26]=[CH:25][C:24](B(O)O)=[CH:23][CH:22]=1. Given the product [F:19][C:15]1[CH:14]=[C:13]([CH:18]=[CH:17][CH:16]=1)[O:12][CH2:11][C:9]1[N:10]=[C:5]2[N:4]=[CH:3][C:2]([C:24]3[CH:25]=[N:26][C:21]([F:20])=[CH:22][CH:23]=3)=[CH:7][N:6]2[CH:8]=1, predict the reactants needed to synthesize it. (6) Given the product [C:1]([O:5][C:6]([N:8]1[CH2:13][CH2:12][N:11]([C:14]([C:16]2[CH:17]=[C:18]3[C:22](=[CH:23][CH:24]=2)[N:21]([C:30]([O:29][C:25]([CH3:28])([CH3:27])[CH3:26])=[O:31])[CH:20]=[CH:19]3)=[O:15])[CH2:10][CH2:9]1)=[O:7])([CH3:4])([CH3:2])[CH3:3], predict the reactants needed to synthesize it. The reactants are: [C:1]([O:5][C:6]([N:8]1[CH2:13][CH2:12][N:11]([C:14]([C:16]2[CH:17]=[C:18]3[C:22](=[CH:23][CH:24]=2)[NH:21][CH:20]=[CH:19]3)=[O:15])[CH2:10][CH2:9]1)=[O:7])([CH3:4])([CH3:3])[CH3:2].[C:25]([O:29][C:30](O[C:30]([O:29][C:25]([CH3:28])([CH3:27])[CH3:26])=[O:31])=[O:31])([CH3:28])([CH3:27])[CH3:26]. (7) Given the product [CH3:12][O:13][C:14]1[CH:19]=[CH:18][C:17]([CH:20]([N:23]2[CH2:28][CH2:27][CH2:26][CH2:25][CH2:24]2)[CH2:21][NH:22][C:4](=[O:6])[C:3]2[CH:7]=[CH:8][CH:9]=[C:10]([CH3:11])[C:2]=2[CH3:1])=[CH:16][CH:15]=1, predict the reactants needed to synthesize it. The reactants are: [CH3:1][C:2]1[C:10]([CH3:11])=[CH:9][CH:8]=[CH:7][C:3]=1[C:4]([OH:6])=O.[CH3:12][O:13][C:14]1[CH:19]=[CH:18][C:17]([CH:20]([N:23]2[CH2:28][CH2:27][CH2:26][CH2:25][CH2:24]2)[CH2:21][NH2:22])=[CH:16][CH:15]=1. (8) Given the product [Cl:7][C:8]1[CH:27]=[CH:26][C:25]([CH2:28][CH2:29][CH2:30][NH:1][CH2:2][CH2:3][CH2:4][CH2:5][OH:6])=[CH:24][C:9]=1[C:10]([NH:12][CH2:13][C:14]12[CH2:23][CH:18]3[CH2:19][CH:20]([CH2:22][CH:16]([CH2:17]3)[CH2:15]1)[CH2:21]2)=[O:11], predict the reactants needed to synthesize it. The reactants are: [NH2:1][CH2:2][CH2:3][CH2:4][CH2:5][OH:6].[Cl:7][C:8]1[CH:27]=[CH:26][C:25]([CH2:28][CH2:29][CH2:30]OS(C)(=O)=O)=[CH:24][C:9]=1[C:10]([NH:12][CH2:13][C:14]12[CH2:23][CH:18]3[CH2:19][CH:20]([CH2:22][CH:16]([CH2:17]3)[CH2:15]1)[CH2:21]2)=[O:11].